From a dataset of Retrosynthesis with 50K atom-mapped reactions and 10 reaction types from USPTO. Predict the reactants needed to synthesize the given product. (1) Given the product CC(C)(C)OC(=O)CCN(CC(=O)N1CCOc2cc(OCc3cc(-c4ccccc4)c(C(F)(F)F)s3)ccc21)C(=O)OC(C)(C)C, predict the reactants needed to synthesize it. The reactants are: CC(C)(C)OC(=O)CCN(CC(=O)O)C(=O)OC(C)(C)C.FC(F)(F)c1sc(COc2ccc3c(c2)OCCN3)cc1-c1ccccc1. (2) Given the product N#Cc1ccnc(NC(=O)c2ccc(Br)cc2)c1, predict the reactants needed to synthesize it. The reactants are: N#Cc1ccnc(N)c1.O=C(Cl)c1ccc(Br)cc1. (3) Given the product CC(C)(C)OC(=O)NCCOc1ccc(-c2cc(C(F)(F)F)nn2-c2ccc3c(c2)OCO3)cc1, predict the reactants needed to synthesize it. The reactants are: CC(C)(C)OC(=O)NCCOc1ccc(C(=O)CC(=O)C(F)(F)F)cc1.NNc1ccc2c(c1)OCO2. (4) Given the product Cc1noc(C)c1CN1C(=O)c2ccccc2C1c1c(C)n(CC(=O)O)c2ccccc12, predict the reactants needed to synthesize it. The reactants are: Cc1noc(C)c1CN1C(=O)c2ccccc2C1c1c(C)n(CC(=O)OC(C)(C)C)c2ccccc12. (5) Given the product COc1cc(CCC(=O)N[C@H]2CC[C@H](C)CC2)ccc1OCC(=O)O, predict the reactants needed to synthesize it. The reactants are: COc1cc(C=CC(=O)N[C@H]2CC[C@H](C)CC2)ccc1OCC(=O)O. (6) The reactants are: CC(C)(C)OC(=O)NC1(C(=O)O)CCNCC1.OB(O)c1cnc(Cl)nc1. Given the product CC(C)(C)OC(=O)NC1(C(=O)O)CCN(c2ncc(B(O)O)cn2)CC1, predict the reactants needed to synthesize it. (7) The reactants are: CCCCn1c(=O)n(CCCCC(=O)OCC)c(=O)c2[nH]c(Cl)nc21. Given the product CCCCn1c(=O)n(CCCCC(=O)O)c(=O)c2[nH]c(Cl)nc21, predict the reactants needed to synthesize it. (8) Given the product CCCCCN1C(=O)C(C)(C)c2cc3[nH]c(NC)nc3cc21, predict the reactants needed to synthesize it. The reactants are: CCCCCN1C(=O)C(C)(C)c2cc3[nH]c(N)nc3cc21.CO. (9) Given the product O=C(c1ccncc1Oc1cc(Cl)ccc1Cl)N1CCCc2ccccc21, predict the reactants needed to synthesize it. The reactants are: O=C(c1ccncc1Br)N1CCCc2ccccc21.Oc1cc(Cl)ccc1Cl. (10) The reactants are: COc1ccc2c(Sc3ccccc3)ccnc2c1.O=C(OO)c1cccc(Cl)c1. Given the product COc1ccc2c(S(=O)c3ccccc3)ccnc2c1, predict the reactants needed to synthesize it.